This data is from Reaction yield outcomes from USPTO patents with 853,638 reactions. The task is: Predict the reaction yield, written as a fraction of the theoretical maximum amount of product (1.0 means a 100% yield; for example, 0.34 means a 34% yield). (1) The reactants are [F:1][CH2:2][CH2:3][CH2:4][OH:5].[CH3:6][S:7](Cl)(=[O:9])=[O:8].O. The catalyst is C(Cl)Cl. The product is [F:1][CH2:2][CH2:3][CH2:4][O:5][S:7]([CH3:6])(=[O:9])=[O:8]. The yield is 0.910. (2) The reactants are [F:1][C:2]1[CH:3]=[C:4]([CH:7]=[C:8]([O:11]C)[C:9]=1[OH:10])[CH:5]=[O:6].B(Br)(Br)Br. The catalyst is ClCCl. The product is [F:1][C:2]1[CH:3]=[C:4]([CH:7]=[C:8]([OH:11])[C:9]=1[OH:10])[CH:5]=[O:6]. The yield is 0.890. (3) The reactants are CN(C(ON1N=NC2C=CC=NC1=2)=[N+](C)C)C.F[P-](F)(F)(F)(F)F.[C:25]([O:29][C:30]([NH:32][CH2:33][C:34]1([C:49]([OH:51])=O)[CH2:39][CH2:38][N:37]([C:40]2[C:41]3[CH:48]=[CH:47][NH:46][C:42]=3[N:43]=[CH:44][N:45]=2)[CH2:36][CH2:35]1)=[O:31])([CH3:28])([CH3:27])[CH3:26].[Cl:52][C:53]1[CH:58]=[CH:57][C:56]([C@@H:59]([NH2:61])[CH3:60])=[CH:55][CH:54]=1.CCN(C(C)C)C(C)C. The catalyst is CC(N(C)C)=O. The product is [Cl:52][C:53]1[CH:58]=[CH:57][C:56]([C@@H:59]([NH:61][C:49]([C:34]2([CH2:33][NH:32][C:30](=[O:31])[O:29][C:25]([CH3:28])([CH3:27])[CH3:26])[CH2:35][CH2:36][N:37]([C:40]3[C:41]4[CH:48]=[CH:47][NH:46][C:42]=4[N:43]=[CH:44][N:45]=3)[CH2:38][CH2:39]2)=[O:51])[CH3:60])=[CH:55][CH:54]=1. The yield is 0.830. (4) The reactants are Cl[C:2]1[N:7]=[CH:6][C:5]([CH:8]=[O:9])=[CH:4][N:3]=1.C[CH2:11][N:12](CC)[CH2:13]C.N(C)C.C1COCC1. The catalyst is O1CCOCC1. The product is [CH3:11][N:12]([CH3:13])[C:2]1[N:7]=[CH:6][C:5]([CH:8]=[O:9])=[CH:4][N:3]=1. The yield is 0.977.